This data is from Full USPTO retrosynthesis dataset with 1.9M reactions from patents (1976-2016). The task is: Predict the reactants needed to synthesize the given product. (1) Given the product [CH:6]1[CH:5]=[CH:4][C:9]([NH:1][C:2](/[CH:3]=[N:34]/[OH:35])=[O:15])=[CH:8][CH:7]=1, predict the reactants needed to synthesize it. The reactants are: [NH:1]1[C:9]2[C:4](=[CH:5][CH:6]=[C:7]3CCCC[C:8]3=2)[C:3](=O)[C:2]1=[O:15].NC1C=CC=C2C=1CCC2.ClC(Cl)(Cl)C(O)O.Cl.[NH2:34][OH:35].S([O-])([O-])(=O)=O.[Na+].[Na+]. (2) The reactants are: [F:1][C:2]1[C:7]2[C:8]([C:18](=[O:21])[NH:19][CH3:20])=[C:9]([C:11]3[CH:16]=[CH:15][C:14]([F:17])=[CH:13][CH:12]=3)[O:10][C:6]=2[CH:5]=[C:4]([N+:22]([O-:24])=[O:23])[C:3]=1[C:25]1[CH:26]=[C:27]([CH:31]=[CH:32][CH:33]=1)[C:28]([OH:30])=O.Cl.[C:35]12([NH2:40])[CH2:39][CH:37]([CH2:38]1)[CH2:36]2.C(N(C(C)C)C(C)C)C.O. Given the product [C:35]12([NH:40][C:28]([C:27]3[CH:26]=[C:25]([C:3]4[C:4]([N+:22]([O-:24])=[O:23])=[CH:5][C:6]5[O:10][C:9]([C:11]6[CH:16]=[CH:15][C:14]([F:17])=[CH:13][CH:12]=6)=[C:8]([C:18]([NH:19][CH3:20])=[O:21])[C:7]=5[C:2]=4[F:1])[CH:33]=[CH:32][CH:31]=3)=[O:30])[CH2:39][CH:37]([CH2:38]1)[CH2:36]2, predict the reactants needed to synthesize it. (3) The reactants are: [NH2:1][CH2:2][C:3]1[CH:4]=[C:5]([C:9]2[CH:10]=[C:11]3[C:16](=[CH:17][CH:18]=2)[N:15]([CH3:19])[C:14](=[O:20])[CH2:13][CH2:12]3)[CH:6]=[N:7][CH:8]=1.CCN=C=NCCCN(C)C.OC1C2N=NNC=2C=CC=1.CCN(C(C)C)C(C)C.[CH3:51][O:52][C:53]1[CH:57]=[C:56]([C:58](O)=[O:59])[O:55][N:54]=1.C([O-])(O)=O.[Na+]. Given the product [CH3:19][N:15]1[C:16]2[C:11](=[CH:10][C:9]([C:5]3[CH:4]=[C:3]([CH2:2][NH:1][C:58]([C:56]4[O:55][N:54]=[C:53]([O:52][CH3:51])[CH:57]=4)=[O:59])[CH:8]=[N:7][CH:6]=3)=[CH:18][CH:17]=2)[CH2:12][CH2:13][C:14]1=[O:20], predict the reactants needed to synthesize it. (4) Given the product [Br:3][C:4]1[CH:13]=[C:12]2[C:7]([CH:8]=[CH:9][C:10](=[O:14])[N:11]2[CH3:15])=[CH:6][CH:5]=1, predict the reactants needed to synthesize it. The reactants are: [H-].[Na+].[Br:3][C:4]1[CH:13]=[C:12]2[C:7]([CH:8]=[CH:9][C:10](=[O:14])[NH:11]2)=[CH:6][CH:5]=1.[CH3:15]I. (5) Given the product [CH3:1][N:2]([CH3:37])[CH2:3][CH2:4][O:5][C:6]1[CH:11]=[CH:10][C:9]2[C:12]3([CH2:35][O:36][C:8]=2[CH:7]=1)[C:20]1[C:15](=[CH:16][CH:17]=[CH:18][CH:19]=1)[NH:14][C:13]3=[O:34], predict the reactants needed to synthesize it. The reactants are: [CH3:1][N:2]([CH3:37])[CH2:3][CH2:4][O:5][C:6]1[CH:11]=[CH:10][C:9]2[C:12]3([CH2:35][O:36][C:8]=2[CH:7]=1)[C:20]1[C:15](=[CH:16][CH:17]=[CH:18][CH:19]=1)[N:14](C(C1C=CC=CC=1)C1C=CC=CC=1)[C:13]3=[O:34].C([SiH](CC)CC)C. (6) Given the product [CH3:14][O:13][C:11]1[CH:10]=[C:9]([CH2:15][CH2:16][C:17]2[CH:18]=[C:19]([NH:22][C:36]([C:33]3[CH:32]=[N:31][C:30]([N:27]4[CH2:28][CH2:29][N:24]([CH3:23])[C:25](=[O:40])[CH2:26]4)=[N:35][CH:34]=3)=[O:37])[NH:20][N:21]=2)[CH:8]=[C:7]([O:6][CH3:5])[CH:12]=1, predict the reactants needed to synthesize it. The reactants are: C[Al](C)C.[CH3:5][O:6][C:7]1[CH:8]=[C:9]([CH2:15][CH2:16][C:17]2[CH:18]=[C:19]([NH2:22])[NH:20][N:21]=2)[CH:10]=[C:11]([O:13][CH3:14])[CH:12]=1.[CH3:23][N:24]1[CH2:29][CH2:28][N:27]([C:30]2[N:35]=[CH:34][C:33]([C:36](OC)=[O:37])=[CH:32][N:31]=2)[CH2:26][C:25]1=[O:40].Cl.